Dataset: NCI-60 drug combinations with 297,098 pairs across 59 cell lines. Task: Regression. Given two drug SMILES strings and cell line genomic features, predict the synergy score measuring deviation from expected non-interaction effect. Drug 1: CC12CCC3C(C1CCC2=O)CC(=C)C4=CC(=O)C=CC34C. Drug 2: C1CN1P(=S)(N2CC2)N3CC3. Cell line: EKVX. Synergy scores: CSS=15.6, Synergy_ZIP=-1.76, Synergy_Bliss=-1.22, Synergy_Loewe=-17.8, Synergy_HSA=-0.194.